This data is from Reaction yield outcomes from USPTO patents with 853,638 reactions. The task is: Predict the reaction yield, written as a fraction of the theoretical maximum amount of product (1.0 means a 100% yield; for example, 0.34 means a 34% yield). (1) The reactants are O[C:2]1[N:7]2[N:8]=[CH:9][CH:10]=[C:6]2[N:5]=[CH:4][C:3]=1[C:11]([O:13][CH2:14][CH3:15])=[O:12].[Cl:16][C:17]1[CH:18]=[C:19]([CH:21]=[CH:22][C:23]=1[Cl:24])[NH2:20]. No catalyst specified. The product is [Cl:16][C:17]1[CH:18]=[C:19]([NH:20][C:2]2[N:7]3[N:8]=[CH:9][CH:10]=[C:6]3[N:5]=[CH:4][C:3]=2[C:11]([O:13][CH2:14][CH3:15])=[O:12])[CH:21]=[CH:22][C:23]=1[Cl:24]. The yield is 0.570. (2) The yield is 0.628. The reactants are Br[C:2]1[CH:7]=[C:6]([C:8]2[N:12]3[CH:13]=[CH:14][CH:15]=[CH:16][C:11]3=[N:10][C:9]=2[C:17]2[CH:22]=[CH:21][CH:20]=[C:19]([CH3:23])[N:18]=2)[CH:5]=[CH:4][N:3]=1.CC1(C)C(C)(C)OB([C:32]2[CH:40]=[CH:39][C:35]([C:36]([OH:38])=[O:37])=[CH:34][CH:33]=2)O1. The product is [C:36]([C:35]1[CH:39]=[CH:40][C:32]([C:2]2[CH:7]=[C:6]([C:8]3[N:12]4[CH:13]=[CH:14][CH:15]=[CH:16][C:11]4=[N:10][C:9]=3[C:17]3[CH:22]=[CH:21][CH:20]=[C:19]([CH3:23])[N:18]=3)[CH:5]=[CH:4][N:3]=2)=[CH:33][CH:34]=1)([OH:38])=[O:37]. No catalyst specified. (3) The reactants are [F:1][C:2]1[CH:7]=[CH:6][C:5]([C:8]2[S:9][C:10]([C:13]([C:16]3[CH:21]=[CH:20][N:19]=[CH:18][CH:17]=3)([OH:15])[CH3:14])=[CH:11][N:12]=2)=[CH:4][CH:3]=1.[ClH:22].O1CCOCC1. The catalyst is C(O)C. The product is [ClH:22].[F:1][C:2]1[CH:7]=[CH:6][C:5]([C:8]2[S:9][C:10]([C:13]([C:16]3[CH:17]=[CH:18][N:19]=[CH:20][CH:21]=3)([OH:15])[CH3:14])=[CH:11][N:12]=2)=[CH:4][CH:3]=1. The yield is 0.710.